From a dataset of NCI-60 drug combinations with 297,098 pairs across 59 cell lines. Regression. Given two drug SMILES strings and cell line genomic features, predict the synergy score measuring deviation from expected non-interaction effect. (1) Synergy scores: CSS=29.7, Synergy_ZIP=-1.61, Synergy_Bliss=-3.55, Synergy_Loewe=-25.4, Synergy_HSA=-4.12. Drug 1: CN(C)N=NC1=C(NC=N1)C(=O)N. Cell line: NCI/ADR-RES. Drug 2: C1=CC=C(C=C1)NC(=O)CCCCCCC(=O)NO. (2) Drug 1: CCC1=C2CN3C(=CC4=C(C3=O)COC(=O)C4(CC)O)C2=NC5=C1C=C(C=C5)O. Drug 2: CN(CCCl)CCCl.Cl. Cell line: COLO 205. Synergy scores: CSS=54.4, Synergy_ZIP=0.775, Synergy_Bliss=-0.176, Synergy_Loewe=-20.5, Synergy_HSA=4.74. (3) Drug 1: C1=CC(=CC=C1C#N)C(C2=CC=C(C=C2)C#N)N3C=NC=N3. Drug 2: CC1=C(C=C(C=C1)C(=O)NC2=CC(=CC(=C2)C(F)(F)F)N3C=C(N=C3)C)NC4=NC=CC(=N4)C5=CN=CC=C5. Cell line: HL-60(TB). Synergy scores: CSS=-3.96, Synergy_ZIP=1.53, Synergy_Bliss=4.96, Synergy_Loewe=-12.4, Synergy_HSA=-8.98. (4) Drug 1: CC12CCC(CC1=CCC3C2CCC4(C3CC=C4C5=CN=CC=C5)C)O. Drug 2: C1=NC2=C(N1)C(=S)N=C(N2)N. Cell line: HT29. Synergy scores: CSS=43.8, Synergy_ZIP=4.23, Synergy_Bliss=8.37, Synergy_Loewe=-4.45, Synergy_HSA=8.14. (5) Drug 1: C1C(C(OC1N2C=C(C(=O)NC2=O)F)CO)O. Drug 2: CCC1(C2=C(COC1=O)C(=O)N3CC4=CC5=C(C=CC(=C5CN(C)C)O)N=C4C3=C2)O.Cl. Cell line: DU-145. Synergy scores: CSS=60.4, Synergy_ZIP=-1.91, Synergy_Bliss=0.447, Synergy_Loewe=-11.7, Synergy_HSA=2.51.